Predict the reaction yield, written as a fraction of the theoretical maximum amount of product (1.0 means a 100% yield; for example, 0.34 means a 34% yield). From a dataset of Reaction yield outcomes from USPTO patents with 853,638 reactions. (1) The reactants are Cl.Cl.[NH2:3][CH2:4][C@@:5]1([OH:13])[CH:10]2[CH2:11][CH2:12][N:7]([CH2:8][CH2:9]2)[CH2:6]1.C([O-])([O-])=O.[Cs+].[Cs+].[Br:20][C:21]1[CH:30]=[C:29]2[C:24]([CH:25]=[C:26]([N:31]=[C:32]=S)[N:27]=[CH:28]2)=[CH:23][CH:22]=1.C(N=C=NC(C)C)(C)C. The catalyst is CN(C)C=O. The product is [Br:20][C:21]1[CH:30]=[C:29]2[C:24]([CH:25]=[C:26]([NH:31][C:32]3[O:13][C@:5]4([CH2:4][N:3]=3)[CH:10]3[CH2:9][CH2:8][N:7]([CH2:12][CH2:11]3)[CH2:6]4)[N:27]=[CH:28]2)=[CH:23][CH:22]=1. The yield is 0.170. (2) The reactants are Br[C:2]1[CH:9]=[CH:8][C:5]([CH2:6][OH:7])=[CH:4][C:3]=1[CH3:10].[C:11]([C:13]1[CH:18]=[CH:17][CH:16]=[CH:15][C:14]=1OB(O)O)#[N:12].ClCCl.C(=O)([O-])[O-].[Na+].[Na+]. The catalyst is [Br-].C([N+](CCCC)(CCCC)CCCC)CCC.C1C=CC(P(C2C=CC=CC=2)[C-]2C=CC=C2)=CC=1.C1C=CC(P(C2C=CC=CC=2)[C-]2C=CC=C2)=CC=1.Cl[Pd]Cl.[Fe+2].C1(C)C=CC=CC=1. The product is [OH:7][CH2:6][C:5]1[CH:8]=[CH:9][C:2]([C:14]2[C:13]([C:11]#[N:12])=[CH:18][CH:17]=[CH:16][CH:15]=2)=[C:3]([CH3:10])[CH:4]=1. The yield is 0.240. (3) The reactants are [CH3:1][S:2][C:3]1[CH:10]=[CH:9][C:6]([C:7]#[N:8])=[CH:5][CH:4]=1.I([O-])(=O)(=O)=[O:12].[Na+]. The catalyst is CO.O1CCCC1.O. The product is [CH3:1][S:2]([C:3]1[CH:10]=[CH:9][C:6]([C:7]#[N:8])=[CH:5][CH:4]=1)=[O:12]. The yield is 0.790. (4) The reactants are [CH:1]([C:4]1[N:5]=[C:6]([CH2:9][O:10][C:11]2[CH:16]=[CH:15][N:14]=[C:13](C(O)=O)[CH:12]=2)[S:7][CH:8]=1)([CH3:3])[CH3:2].C1(C)C=CC=CC=1.C([N:29]([CH2:32]C)CC)C.C1(P(N=[N+]=[N-])(C2C=CC=CC=2)=[O:41])C=CC=CC=1.[C:51]([OH:55])([CH3:54])([CH3:53])[CH3:52]. No catalyst specified. The product is [CH:1]([C:4]1[N:5]=[C:6]([CH2:9][O:10][C:11]2[CH:16]=[CH:15][N:14]=[C:13]([NH:29][C:32](=[O:41])[O:55][C:51]([CH3:54])([CH3:53])[CH3:52])[CH:12]=2)[S:7][CH:8]=1)([CH3:2])[CH3:3]. The yield is 0.530.